Dataset: Full USPTO retrosynthesis dataset with 1.9M reactions from patents (1976-2016). Task: Predict the reactants needed to synthesize the given product. (1) Given the product [C:3]([O:7][C:8](=[O:15])[N:9]([CH2:16][C:17]1[CH:22]=[CH:21][CH:20]=[CH:19][CH:18]=1)[N:10]1[CH:14]=[CH:13][CH:12]=[CH:11]1)([CH3:6])([CH3:4])[CH3:5], predict the reactants needed to synthesize it. The reactants are: [H-].[Na+].[C:3]([O:7][C:8](=[O:15])[NH:9][N:10]1[CH:14]=[CH:13][CH:12]=[CH:11]1)([CH3:6])([CH3:5])[CH3:4].[CH2:16](Br)[C:17]1[CH:22]=[CH:21][CH:20]=[CH:19][CH:18]=1. (2) Given the product [CH2:3]([N:10]1[CH2:11][CH2:12][C:13](=[O:15])[C:34]([CH3:35])([CH3:36])[CH2:20]1)[C:4]1[CH:9]=[CH:8][CH:7]=[CH:6][CH:5]=1, predict the reactants needed to synthesize it. The reactants are: C=O.[CH2:3]([NH2:10])[C:4]1[CH:9]=[CH:8][CH:7]=[CH:6][CH:5]=1.[CH3:11][CH:12](C)[C:13](=[O:15])C.Cl.C=O.[CH2:20](N)C1C=CC=CC=1.C(N([CH:34]([CH3:36])[CH3:35])CC)(C)C.[OH-].[K+]. (3) Given the product [CH3:13][N:12]([CH3:16])[C:10](=[N:11][S:18]([CH3:17])(=[O:20])=[O:19])[C:7]1[CH:8]=[CH:9][C:4]([N+:1]([O-:3])=[O:2])=[CH:5][CH:6]=1, predict the reactants needed to synthesize it. The reactants are: [N+:1]([C:4]1[CH:9]=[CH:8][C:7]([C:10]([N:12]2[CH2:16]CC[CH2:13]2)=[NH:11])=[CH:6][CH:5]=1)([O-:3])=[O:2].[CH3:17][S:18](Cl)(=[O:20])=[O:19]. (4) Given the product [N:1]1[NH:2][N:3]=[N:17][C:16]=1[C:13]1[CH:14]=[CH:15][N:10]2[CH:9]=[CH:8][N:7]=[C:11]2[CH:12]=1, predict the reactants needed to synthesize it. The reactants are: [N-:1]=[N+:2]=[N-:3].[Na+].[NH4+].[Cl-].[N:7]1[CH:8]=[CH:9][N:10]2[CH:15]=[CH:14][C:13]([C:16]#[N:17])=[CH:12][C:11]=12. (5) Given the product [CH3:13][O:14][C:15]1[CH:16]=[C:17]([CH:21]=[CH:22][C:23]=1[N+:24]([O-:26])=[O:25])[C:18]([N:28]1[CH2:33][CH2:32][C:31](=[O:34])[CH2:30][CH2:29]1)=[O:20], predict the reactants needed to synthesize it. The reactants are: C1N=CN(C(N2C=NC=C2)=O)C=1.[CH3:13][O:14][C:15]1[CH:16]=[C:17]([CH:21]=[CH:22][C:23]=1[N+:24]([O-:26])=[O:25])[C:18]([OH:20])=O.Cl.[NH:28]1[CH2:33][CH2:32][C:31](=[O:34])[CH2:30][CH2:29]1.C(N(CC)CC)C. (6) Given the product [N:28]1[C:22]2[C:23](=[N:24][CH:25]=[C:20]([C:17]3[CH:18]=[CH:19][C:14]([CH2:13][C:12]([NH:11][C:8]4[CH:7]=[C:6]([C:3]([CH3:5])([CH3:4])[C:2]([F:39])([F:38])[F:1])[O:10][N:9]=4)=[O:37])=[CH:15][CH:16]=3)[CH:21]=2)[NH:26][N:27]=1, predict the reactants needed to synthesize it. The reactants are: [F:1][C:2]([F:39])([F:38])[C:3]([C:6]1[O:10][N:9]=[C:8]([NH:11][C:12](=[O:37])[CH2:13][C:14]2[CH:19]=[CH:18][C:17]([C:20]3[CH:21]=[C:22]4[N:28](COCC[Si](C)(C)C)[N:27]=[N:26][C:23]4=[N:24][CH:25]=3)=[CH:16][CH:15]=2)[CH:7]=1)([CH3:5])[CH3:4].FC(F)(F)C(C1ON=C(NC(=O)CC2C=CC(C3C=C4N=NN(COCC[Si](C)(C)C)C4=NC=3)=CC=2)C=1)(C)C.FC(F)(F)C(O)=O. (7) Given the product [O:9]1[CH2:10][CH2:11][CH2:12][O:13][CH:8]1[C:4]1[CH:3]=[C:2]([C:18]([CH3:20])([CH3:19])[CH2:17][C:16](=[O:21])[C:15]([F:23])([F:22])[F:14])[CH:7]=[CH:6][CH:5]=1, predict the reactants needed to synthesize it. The reactants are: Br[C:2]1[CH:3]=[C:4]([CH:8]2[O:13][CH2:12][CH2:11][CH2:10][O:9]2)[CH:5]=[CH:6][CH:7]=1.[F:14][C:15]([F:23])([F:22])[C:16](=[O:21])[CH:17]=[C:18]([CH3:20])[CH3:19].